Dataset: Full USPTO retrosynthesis dataset with 1.9M reactions from patents (1976-2016). Task: Predict the reactants needed to synthesize the given product. (1) Given the product [CH3:18][O:3][C@H:4]1[CH2:9][CH2:8][C@H:7]([NH:10][C:11](=[O:17])[O:12][C:13]([CH3:14])([CH3:16])[CH3:15])[CH2:6][CH2:5]1, predict the reactants needed to synthesize it. The reactants are: N#N.[OH:3][C@H:4]1[CH2:9][CH2:8][C@H:7]([NH:10][C:11](=[O:17])[O:12][C:13]([CH3:16])([CH3:15])[CH3:14])[CH2:6][CH2:5]1.[CH3:18]N(C)C1C2C(=CC=CC=2N(C)C)C=CC=1.F[B-](F)(F)F.C[O+](C)C. (2) Given the product [Cl:26][C:22]1[CH:21]=[C:20]2[C:25](=[CH:24][CH:23]=1)[N:17]([C:15]([C:14]1[C:9]([NH:8][CH2:1][C:2]#[CH:3])=[N:10][CH:11]=[CH:12][CH:13]=1)=[O:16])[CH2:18][CH2:19]2, predict the reactants needed to synthesize it. The reactants are: [CH2:1]([NH:8][C:9]1[C:14]([C:15]([N:17]2[C:25]3[C:20](=[CH:21][C:22]([Cl:26])=[CH:23][CH:24]=3)[CH2:19][CH2:18]2)=[O:16])=[CH:13][CH:12]=[CH:11][N:10]=1)[C:2]1C=CC=C[CH:3]=1.C(N)C1C=CC=CC=1.C(N)C#C.